Dataset: Catalyst prediction with 721,799 reactions and 888 catalyst types from USPTO. Task: Predict which catalyst facilitates the given reaction. (1) The catalyst class is: 56. Product: [CH2:18]([O:17][C:15](=[O:16])[C@@H:14]1[CH2:25][C@H:26]([O:27][C:36]2[CH:41]=[CH:40][CH:39]=[CH:38][CH:37]=2)[CH2:28][N:13]1[C:29]([O:31][C:32]([CH3:35])([CH3:34])[CH3:33])=[O:30])[C:19]1[CH:24]=[CH:23][CH:22]=[CH:21][CH:20]=1. Reactant: CCOC(/N=N/C(OCC)=O)=O.[N:13]1([C:29]([O:31][C:32]([CH3:35])([CH3:34])[CH3:33])=[O:30])[CH2:28][C@H:26]([OH:27])[CH2:25][C@H:14]1[C:15]([O:17][CH2:18][C:19]1[CH:24]=[CH:23][CH:22]=[CH:21][CH:20]=1)=[O:16].[C:36]1(P([C:36]2[CH:41]=[CH:40][CH:39]=[CH:38][CH:37]=2)[C:36]2[CH:41]=[CH:40][CH:39]=[CH:38][CH:37]=2)[CH:41]=[CH:40][CH:39]=[CH:38][CH:37]=1.C1(O)C=CC=CC=1. (2) Reactant: [C:1]([O:18][CH2:19][CH:20]([CH2:22][OH:23])[OH:21])(=[O:17])[CH2:2][CH2:3][CH2:4][CH2:5][CH2:6][CH2:7][CH2:8][CH2:9][CH2:10][CH2:11][CH2:12][CH2:13][CH2:14][CH2:15][CH3:16].N1C=CN=C1.[Si:29](Cl)([C:32]([CH3:35])([CH3:34])[CH3:33])([CH3:31])[CH3:30]. Product: [C:1]([O:18][CH2:19][CH:20]([CH2:22][O:23][Si:29]([C:32]([CH3:35])([CH3:34])[CH3:33])([CH3:31])[CH3:30])[OH:21])(=[O:17])[CH2:2][CH2:3][CH2:4][CH2:5][CH2:6][CH2:7][CH2:8][CH2:9][CH2:10][CH2:11][CH2:12][CH2:13][CH2:14][CH2:15][CH3:16]. The catalyst class is: 4. (3) Reactant: [Mg].II.Br[C:5]1[CH:10]=[CH:9][C:8]([CH2:11][CH2:12][CH2:13][CH2:14][CH2:15][CH2:16][CH2:17][CH2:18][CH3:19])=[CH:7][CH:6]=1.CN([CH:23]=[O:24])C. Product: [CH2:11]([C:8]1[CH:9]=[CH:10][C:5]([CH:23]=[O:24])=[CH:6][CH:7]=1)[CH2:12][CH2:13][CH2:14][CH2:15][CH2:16][CH2:17][CH2:18][CH3:19]. The catalyst class is: 1. (4) Reactant: Br[C:2]1[C:10]2[C:9]([NH:11][C@H:12]([C:14]3[N:19]([C:20]4[CH:25]=[CH:24][CH:23]=[CH:22][CH:21]=4)[C:18](=[O:26])[C:17]4=[C:27]([CH3:30])[CH:28]=[CH:29][N:16]4[N:15]=3)[CH3:13])=[N:8][CH:7]=[N:6][C:5]=2[N:4]([CH2:31][O:32][CH2:33][CH2:34][Si:35]([CH3:38])([CH3:37])[CH3:36])[CH:3]=1.[CH3:39][O:40][C:41]1[CH:46]=[CH:45][C:44]([C:47]([F:50])([F:49])[F:48])=[CH:43][C:42]=1B(O)O.C(=O)([O-])[O-].[Na+].[Na+]. Product: [CH3:39][O:40][C:41]1[CH:42]=[CH:43][C:44]([C:47]([F:48])([F:49])[F:50])=[CH:45][C:46]=1[C:2]1[C:10]2[C:9]([NH:11][C@H:12]([C:14]3[N:19]([C:20]4[CH:25]=[CH:24][CH:23]=[CH:22][CH:21]=4)[C:18](=[O:26])[C:17]4=[C:27]([CH3:30])[CH:28]=[CH:29][N:16]4[N:15]=3)[CH3:13])=[N:8][CH:7]=[N:6][C:5]=2[N:4]([CH2:31][O:32][CH2:33][CH2:34][Si:35]([CH3:38])([CH3:37])[CH3:36])[CH:3]=1. The catalyst class is: 235. (5) Reactant: [C@H:1]1([C:7]([OH:9])=[O:8])[CH2:6][CH2:5][CH:4]=[CH:3][CH2:2]1.[Br:10]N1C(=O)CCC1=O.[OH-].[Ca+2].[OH-]. Product: [Br:10][C@@H:4]1[C@@H:5]2[CH2:6][C@@H:1]([C:7](=[O:9])[O:8]2)[CH2:2][CH2:3]1. The catalyst class is: 4. (6) Reactant: [C:1]([CH2:9][C:10]([O:12]CC)=O)(=O)[C:2]1[CH:7]=[CH:6][CH:5]=[CH:4][CH:3]=1.[CH3:15][O:16][C:17]1[CH:22]=[CH:21][CH:20]=[C:19]([NH2:23])[CH:18]=1.Cl.O1CCOCC1.C(O)[C@H](O)[C@H]1OC(=O)C(O)=C1O. Product: [OH:12][C:10]1[C:20]2[C:19](=[CH:18][C:17]([O:16][CH3:15])=[CH:22][CH:21]=2)[N:23]=[C:1]([C:2]2[CH:3]=[CH:4][CH:5]=[CH:6][CH:7]=2)[CH:9]=1. The catalyst class is: 11. (7) Reactant: Cl.[N:2]1[CH:7]=[CH:6][CH:5]=[CH:4][C:3]=1[C:8](Cl)=[O:9].ClC1C(C(F)(F)F)=C[N:15]=C2NC=C(N)C=12. Product: [N:2]1[CH:7]=[CH:6][CH:5]=[CH:4][C:3]=1[C:8]([NH2:15])=[O:9]. The catalyst class is: 17.